Dataset: Forward reaction prediction with 1.9M reactions from USPTO patents (1976-2016). Task: Predict the product of the given reaction. (1) Given the reactants [CH2:1]([N:3]1[C@@H:8]([CH3:9])[C:7](=[O:10])[NH:6][C:5]2[CH:11]=[C:12]([C:15](OC)=[O:16])[CH:13]=[N:14][C:4]1=2)[CH3:2].[H-].[Na+].[H-].[H-].[H-].[H-].[Li+].[Al+3], predict the reaction product. The product is: [CH2:1]([N:3]1[C@@H:8]([CH3:9])[C:7](=[O:10])[NH:6][C:5]2[CH:11]=[C:12]([CH2:15][OH:16])[CH:13]=[N:14][C:4]1=2)[CH3:2]. (2) Given the reactants [NH2:1][C:2]1[CH:3]=[C:4]([N:8]2[C:12]3=[N:13][CH:14]=[N:15][C:16]([NH2:17])=[C:11]3[CH:10]=[N:9]2)[CH:5]=[CH:6][CH:7]=1.[CH3:18][O:19][C:20]1[CH:25]=[CH:24][C:23]([S:26](Cl)(=[O:28])=[O:27])=[CH:22][CH:21]=1.C(N(C(C)C)CC)(C)C.CN(C=O)C, predict the reaction product. The product is: [NH2:17][C:16]1[N:15]=[CH:14][N:13]=[C:12]2[N:8]([C:4]3[CH:3]=[C:2]([NH:1][S:26]([C:23]4[CH:22]=[CH:21][C:20]([O:19][CH3:18])=[CH:25][CH:24]=4)(=[O:28])=[O:27])[CH:7]=[CH:6][CH:5]=3)[N:9]=[CH:10][C:11]=12. (3) The product is: [CH:38]1[C:39]2[CH:40]=[CH:41][CH:42]=[CH:43][C:44]=2[C:35]2[C:34]3[C:33]([O:46][P:6]([C:7]4[N:12]=[C:11]([NH:13][C:14](=[O:19])[C:15]([CH3:16])([CH3:17])[CH3:18])[CH:10]=[CH:9][CH:8]=4)[O:45][C:36]=2[CH:37]=1)=[CH:32][CH:31]=[C:29]1[C:28]=3[CH:27]=[CH:26][CH:25]=[CH:30]1. Given the reactants C(N([P:6](N(CC)CC)[C:7]1[N:12]=[C:11]([NH:13][C:14](=[O:19])[C:15]([CH3:18])([CH3:17])[CH3:16])[CH:10]=[CH:9][CH:8]=1)CC)C.[CH:25]1[CH:30]=[C:29]2[CH:31]=[CH:32][C:33]([OH:46])=[C:34]([C:35]3[C:44]4[C:39](=[CH:40][CH:41]=[CH:42][CH:43]=4)[CH:38]=[CH:37][C:36]=3[OH:45])[C:28]2=[CH:27][CH:26]=1, predict the reaction product. (4) Given the reactants [C:1]([O:5][C:6]([N:8]1[CH2:13][CH2:12][CH:11]([NH:14][C:15]2[CH:20]=[CH:19][C:18]([F:21])=[CH:17][CH:16]=2)[CH2:10][CH2:9]1)=[O:7])([CH3:4])([CH3:3])[CH3:2].[CH3:22][C:23](OC(C)=O)=[O:24], predict the reaction product. The product is: [C:1]([O:5][C:6]([N:8]1[CH2:13][CH2:12][CH:11]([N:14]([C:23](=[O:24])[CH3:22])[C:15]2[CH:20]=[CH:19][C:18]([F:21])=[CH:17][CH:16]=2)[CH2:10][CH2:9]1)=[O:7])([CH3:4])([CH3:2])[CH3:3].